Dataset: Catalyst prediction with 721,799 reactions and 888 catalyst types from USPTO. Task: Predict which catalyst facilitates the given reaction. (1) Reactant: [CH2:1]([OH:7])[CH2:2][CH2:3][CH2:4][CH2:5][CH3:6].[H-].[Na+].[F:10][C:11]1[C:16]([CH:17]([S:25]([C:28]([F:31])([F:30])[F:29])(=[O:27])=[O:26])[S:18]([C:21]([F:24])([F:23])[F:22])(=[O:20])=[O:19])=[C:15]([F:32])[C:14]([F:33])=[C:13](F)[C:12]=1[F:35].O.Cl. Product: [CH2:1]([O:7][C:13]1[C:12]([F:35])=[C:11]([F:10])[C:16]([CH:17]([S:18]([C:21]([F:24])([F:22])[F:23])(=[O:19])=[O:20])[S:25]([C:28]([F:29])([F:30])[F:31])(=[O:26])=[O:27])=[C:15]([F:32])[C:14]=1[F:33])[CH2:2][CH2:3][CH2:4][CH2:5][CH3:6]. The catalyst class is: 17. (2) Reactant: Cl[C:2]1[N:11]=[CH:10][C:9]2[N:8]([CH3:12])[C:7](=[O:13])[C@@H:6]([CH2:14][CH3:15])[N:5]([CH:16]3[CH2:20][CH2:19][CH2:18][CH2:17]3)[C:4]=2[N:3]=1.[C:21]([C:23]1[CH:28]=[CH:27][CH:26]=[CH:25][CH:24]=1)#[CH:22].CCN(CC)CC. Product: [CH:16]1([N:5]2[C:4]3[N:3]=[C:2]([C:22]#[C:21][C:23]4[CH:28]=[CH:27][CH:26]=[CH:25][CH:24]=4)[N:11]=[CH:10][C:9]=3[N:8]([CH3:12])[C:7](=[O:13])[C@H:6]2[CH2:14][CH3:15])[CH2:20][CH2:19][CH2:18][CH2:17]1. The catalyst class is: 538. (3) Reactant: S(=O)(=O)(O)O.[NH2:6][C:7]1[CH:15]=[CH:14][C:13]([Br:16])=[CH:12][C:8]=1[C:9]([OH:11])=[O:10].[N+]([C:20]1[CH:25]=CC=C[CH:21]=1)([O-])=O.[OH-].[K+]. Product: [Br:16][C:13]1[CH:14]=[C:15]2[C:7](=[C:8]([C:9]([OH:11])=[O:10])[CH:12]=1)[N:6]=[CH:25][CH:20]=[CH:21]2. The catalyst class is: 610. (4) Reactant: [CH2:1]([O:8][C:9]([N:11]1[CH2:15][CH2:14][CH2:13][C@H:12]1[C:16]1[NH:17][C:18]2[C:19]([N:25]=1)=[N:20][CH:21]=[C:22](Br)[CH:23]=2)=[O:10])[C:2]1[CH:7]=[CH:6][CH:5]=[CH:4][CH:3]=1.[CH:26]1([NH:29][C:30](=[O:46])[C:31]2[CH:36]=[CH:35][C:34](B3OC(C)(C)C(C)(C)O3)=[CH:33][CH:32]=2)[CH2:28][CH2:27]1.C([O-])(O)=O.[Na+].CN(C=O)C. Product: [CH2:1]([O:8][C:9]([N:11]1[CH2:15][CH2:14][CH2:13][C@H:12]1[C:16]1[NH:17][C:18]2[C:19]([N:25]=1)=[N:20][CH:21]=[C:22]([C:34]1[CH:33]=[CH:32][C:31]([C:30](=[O:46])[NH:29][CH:26]3[CH2:28][CH2:27]3)=[CH:36][CH:35]=1)[CH:23]=2)=[O:10])[C:2]1[CH:7]=[CH:6][CH:5]=[CH:4][CH:3]=1. The catalyst class is: 5. (5) Reactant: [NH2:1][C:2]1[C:7]([OH:8])=[CH:6][C:5]([Br:9])=[CH:4][N:3]=1.Cl.Cl[CH2:12][C:13]1[CH:18]=[CH:17][CH:16]=[CH:15][N:14]=1.C([O-])([O-])=O.[K+].[K+].[Na+].[I-]. Product: [Br:9][C:5]1[CH:6]=[C:7]([O:8][CH2:12][C:13]2[CH:18]=[CH:17][CH:16]=[CH:15][N:14]=2)[C:2]([NH2:1])=[N:3][CH:4]=1. The catalyst class is: 95. (6) Reactant: [F:1][C:2]1[CH:7]=[C:6]([F:8])[C:5]([N+:9]([O-:11])=[O:10])=[CH:4][C:3]=1[CH2:12][C:13]([OH:15])=[O:14].[CH3:16][CH2:17]O. Product: [F:1][C:2]1[CH:7]=[C:6]([F:8])[C:5]([N+:9]([O-:11])=[O:10])=[CH:4][C:3]=1[CH2:12][C:13]([O:15][CH2:16][CH3:17])=[O:14]. The catalyst class is: 82. (7) Reactant: [C:1]([C:3]1[C:8](=O)[NH:7][C:6]([S:10][CH3:11])=[N:5][C:4]=1[C:12]1[CH:13]=[C:14]([O:18][CH2:19][CH3:20])[CH:15]=[N:16][CH:17]=1)#[N:2].O=P(Cl)(Cl)[Cl:23]. Product: [Cl:23][C:8]1[N:7]=[C:6]([S:10][CH3:11])[N:5]=[C:4]([C:12]2[CH:13]=[C:14]([O:18][CH2:19][CH3:20])[CH:15]=[N:16][CH:17]=2)[C:3]=1[C:1]#[N:2]. The catalyst class is: 12.